From a dataset of Catalyst prediction with 721,799 reactions and 888 catalyst types from USPTO. Predict which catalyst facilitates the given reaction. (1) Product: [C:8]([NH:11][CH2:12][CH2:13][CH:14]([NH:22][C:23]([C:25]1([NH2:40])[CH2:30][CH2:29][N:28]([C:31]2[C:32]3[CH:39]=[CH:38][NH:37][C:33]=3[N:34]=[CH:35][N:36]=2)[CH2:27][CH2:26]1)=[O:24])[C:15]1[CH:16]=[CH:17][C:18]([Cl:21])=[CH:19][CH:20]=1)(=[O:10])[CH3:9]. The catalyst class is: 2. Reactant: Cl.O1CCOCC1.[C:8]([NH:11][CH2:12][CH2:13][CH:14]([NH:22][C:23]([C:25]1([NH:40]C(=O)OC(C)(C)C)[CH2:30][CH2:29][N:28]([C:31]2[C:32]3[CH:39]=[CH:38][NH:37][C:33]=3[N:34]=[CH:35][N:36]=2)[CH2:27][CH2:26]1)=[O:24])[C:15]1[CH:20]=[CH:19][C:18]([Cl:21])=[CH:17][CH:16]=1)(=[O:10])[CH3:9]. (2) Reactant: [F:1][C:2]([F:37])([F:36])[C:3]1[CH:8]=[CH:7][N:6]=[C:5]([N:9]2[CH:13]=[C:12]([C:14]([NH:16][C:17]3[CH:22]=[CH:21][C:20]([C@@H:23]4[O:28][CH2:27][CH2:26][N:25](C(OC(C)(C)C)=O)[CH2:24]4)=[CH:19][CH:18]=3)=[O:15])[CH:11]=[N:10]2)[CH:4]=1.[ClH:38]. Product: [ClH:38].[NH:25]1[CH2:26][CH2:27][O:28][C@@H:23]([C:20]2[CH:21]=[CH:22][C:17]([NH:16][C:14]([C:12]3[CH:11]=[N:10][N:9]([C:5]4[CH:4]=[C:3]([C:2]([F:37])([F:1])[F:36])[CH:8]=[CH:7][N:6]=4)[CH:13]=3)=[O:15])=[CH:18][CH:19]=2)[CH2:24]1. The catalyst class is: 12. (3) Reactant: [Br:1][C:2]1[CH:3]=[C:4]([CH:7]=[CH:8][C:9]=1[F:10])[CH2:5][NH2:6].[O:11](C(OC(C)(C)C)=O)[C:12]([O:14][C:15]([CH3:18])([CH3:17])[CH3:16])=O. Product: [C:15]([O:14][C:12]([NH:6][CH2:5][C:4]1[CH:7]=[CH:8][C:9]([F:10])=[C:2]([Br:1])[CH:3]=1)=[O:11])([CH3:18])([CH3:17])[CH3:16]. The catalyst class is: 797. (4) Reactant: [Br:1][C:2]1[C:7]([O:8][CH3:9])=[CH:6][CH:5]=[C:4]([CH3:10])[N+:3]=1[O-:11].[N+:12]([O-])([OH:14])=[O:13].[OH-].[Na+]. Product: [Br:1][C:2]1[C:7]([O:8][CH3:9])=[C:6]([N+:12]([O-:14])=[O:13])[CH:5]=[C:4]([CH3:10])[N+:3]=1[O-:11]. The catalyst class is: 82. (5) Reactant: [Cl:1][C:2]1[CH:12]=[C:11]([NH:13][C:14]2[CH:19]=[CH:18][C:17]([C:20]([N:22]3[CH2:27][CH2:26][O:25][CH2:24][CH2:23]3)=[O:21])=[CH:16][CH:15]=2)[C:5]([C:6]([O:8]CC)=[O:7])=[CH:4][N:3]=1.[OH-].[Na+]. Product: [Cl:1][C:2]1[CH:12]=[C:11]([NH:13][C:14]2[CH:19]=[CH:18][C:17]([C:20]([N:22]3[CH2:27][CH2:26][O:25][CH2:24][CH2:23]3)=[O:21])=[CH:16][CH:15]=2)[C:5]([C:6]([OH:8])=[O:7])=[CH:4][N:3]=1. The catalyst class is: 301.